From a dataset of Forward reaction prediction with 1.9M reactions from USPTO patents (1976-2016). Predict the product of the given reaction. (1) Given the reactants [NH2:1][C:2]1[N:3]=[C:4]([N:22]2[CH2:26][CH2:25][C@@H:24]([N:27](C)[C:28](=O)OC(C)(C)C)[CH2:23]2)[C:5]2[CH2:12][CH2:11][CH2:10][C:9]3[N:13]([C:16]4[CH:21]=[CH:20][CH:19]=[CH:18][CH:17]=4)[N:14]=[CH:15][C:8]=3[C:6]=2[N:7]=1.[F:36][C:37]([F:42])([F:41])[C:38]([OH:40])=[O:39], predict the reaction product. The product is: [F:36][C:37]([F:42])([F:41])[C:38]([OH:40])=[O:39].[CH3:28][NH:27][C@@H:24]1[CH2:25][CH2:26][N:22]([C:4]2[C:5]3[CH2:12][CH2:11][CH2:10][C:9]4[N:13]([C:16]5[CH:17]=[CH:18][CH:19]=[CH:20][CH:21]=5)[N:14]=[CH:15][C:8]=4[C:6]=3[N:7]=[C:2]([NH2:1])[N:3]=2)[CH2:23]1. (2) Given the reactants [C:1]1([CH:7]([C:11]2[CH:16]=[CH:15][CH:14]=[CH:13][CH:12]=2)[C:8]([NH2:10])=[O:9])[CH:6]=[CH:5][CH:4]=[CH:3][CH:2]=1.[CH2:17]([C:21](Cl)=[O:22])[CH2:18][CH2:19][CH3:20], predict the reaction product. The product is: [C:1]1([CH:7]([C:11]2[CH:16]=[CH:15][CH:14]=[CH:13][CH:12]=2)[C:8]([NH:10][C:21](=[O:22])[CH2:17][CH2:18][CH2:19][CH3:20])=[O:9])[CH:2]=[CH:3][CH:4]=[CH:5][CH:6]=1. (3) Given the reactants [NH2:1][C:2]1[CH:10]=[CH:9][CH:8]=[C:7]2[C:3]=1[CH:4]=[CH:5][N:6]2[CH2:11][C:12]([O:14][CH3:15])=[O:13].[CH3:16][S:17](Cl)(=[O:19])=[O:18], predict the reaction product. The product is: [CH3:16][S:17]([NH:1][C:2]1[CH:10]=[CH:9][CH:8]=[C:7]2[C:3]=1[CH:4]=[CH:5][N:6]2[CH2:11][C:12]([O:14][CH3:15])=[O:13])(=[O:19])=[O:18]. (4) Given the reactants Cl[C:2]1[N:6]([CH3:7])[N:5]=[C:4]([CH:8]([F:10])[F:9])[C:3]=1[CH:11]=[O:12].[F-:13].[K+], predict the reaction product. The product is: [F:13][C:2]1[N:6]([CH3:7])[N:5]=[C:4]([CH:8]([F:10])[F:9])[C:3]=1[CH:11]=[O:12]. (5) The product is: [CH3:1][O:2][C:3]1[CH:4]=[CH:5][C:6]2[S:10][C:9]([S:11]([NH:17][C:18]3[CH:23]=[CH:22][CH:21]=[C:20]([C:24]4[NH:28][N:27]=[N:26][N:25]=4)[CH:19]=3)(=[O:13])=[O:12])=[C:8]([CH3:15])[C:7]=2[CH:16]=1. Given the reactants [CH3:1][O:2][C:3]1[CH:4]=[CH:5][C:6]2[S:10][C:9]([S:11](Cl)(=[O:13])=[O:12])=[C:8]([CH3:15])[C:7]=2[CH:16]=1.[NH2:17][C:18]1[CH:19]=[C:20]([C:24]2[NH:28][N:27]=[N:26][N:25]=2)[CH:21]=[CH:22][CH:23]=1, predict the reaction product. (6) The product is: [Br:1][C:2]1[CH:7]=[CH:6][CH:5]=[CH:4][C:3]=1[O:8][C:12]1[CH:17]=[C:16]([C:18]2[CH:19]=[CH:20][C:21]([C:24]([F:26])([F:27])[F:25])=[CH:22][CH:23]=2)[N:15]=[CH:14][N:13]=1. Given the reactants [Br:1][C:2]1[CH:7]=[CH:6][CH:5]=[CH:4][C:3]=1[OH:8].[H-].[Na+].Cl[C:12]1[CH:17]=[C:16]([C:18]2[CH:23]=[CH:22][C:21]([C:24]([F:27])([F:26])[F:25])=[CH:20][CH:19]=2)[N:15]=[CH:14][N:13]=1, predict the reaction product. (7) Given the reactants I[C:2]1[CH:7]=[CH:6][C:5]([C:8]2[O:9][C:10]([CH2:13][N:14]3[CH2:18][CH2:17][CH2:16][CH2:15]3)=[N:11][N:12]=2)=[CH:4][CH:3]=1.[CH:19]1([NH:22][C:23](=[O:40])[C:24]2[CH:29]=[CH:28][C:27]([CH3:30])=[C:26](B3OC(C)(C)C(C)(C)O3)[CH:25]=2)[CH2:21][CH2:20]1, predict the reaction product. The product is: [CH:19]1([NH:22][C:23]([C:24]2[CH:29]=[C:28]([C:2]3[CH:7]=[CH:6][C:5]([C:8]4[O:9][C:10]([CH2:13][N:14]5[CH2:18][CH2:17][CH2:16][CH2:15]5)=[N:11][N:12]=4)=[CH:4][CH:3]=3)[C:27]([CH3:30])=[CH:26][CH:25]=2)=[O:40])[CH2:20][CH2:21]1. (8) Given the reactants [I-].[CH3:2][P+](C1C=CC=CC=1)(C1C=CC=CC=1)C1C=CC=CC=1.CC(C)([O-])C.[K+].[CH2:28]([S:30][C:31]1[CH:36]=[CH:35][CH:34]=[CH:33][C:32]=1[CH:37]=O)[CH3:29].C(=O)(O)[O-].[Na+], predict the reaction product. The product is: [CH2:28]([S:30][C:31]1[CH:36]=[CH:35][CH:34]=[CH:33][C:32]=1[CH:37]=[CH2:2])[CH3:29].